Predict the reactants needed to synthesize the given product. From a dataset of Full USPTO retrosynthesis dataset with 1.9M reactions from patents (1976-2016). (1) Given the product [Br:1][C:2]1[CH:3]=[C:4]([CH:12]([CH2:18][CH:19]([CH3:20])[CH3:21])[C:13]([O:15][CH2:16][CH3:17])=[O:14])[CH:5]=[C:6]([N+:9]([O-:11])=[O:10])[C:7]=1[O:8][CH2:31][CH:28]1[CH2:30][CH2:29]1, predict the reactants needed to synthesize it. The reactants are: [Br:1][C:2]1[CH:3]=[C:4]([CH:12]([CH2:18][CH:19]([CH3:21])[CH3:20])[C:13]([O:15][CH2:16][CH3:17])=[O:14])[CH:5]=[C:6]([N+:9]([O-:11])=[O:10])[C:7]=1[OH:8].C([O-])([O-])=O.[Cs+].[Cs+].[CH:28]1([CH2:31]Br)[CH2:30][CH2:29]1.O. (2) Given the product [ClH:21].[CH3:1][O:2][C:3]1[CH:4]=[C:5]2[C:9](=[CH:10][CH:11]=1)[NH:8][C:7]1[CH:12]([C:18]([OH:20])=[O:19])[N:13]3[CH2:17][CH:16]([C:6]2=1)[CH2:15][CH2:14]3, predict the reactants needed to synthesize it. The reactants are: [CH3:1][O:2][C:3]1[CH:4]=[C:5]2[C:9](=[CH:10][CH:11]=1)[NH:8][C:7]1[CH:12]([C:18]([OH:20])=[O:19])[N:13]3[CH2:17][CH:16]([C:6]2=1)[CH2:15][CH2:14]3.[ClH:21].CCOCC. (3) Given the product [CH2:1]([C:5]1[N:6]=[C:7]([NH:21][CH2:22][C:23]2[CH:28]=[CH:27][C:26]([O:29][CH3:30])=[C:25]([O:31][CH3:32])[CH:24]=2)[C:8]2[NH:13][N:12]=[C:11]([CH2:14][CH2:15][CH2:16][CH2:17][CH2:18][CH2:19][N:38]3[CH2:39][CH2:40][CH:35]([F:34])[CH2:36][CH2:37]3)[C:9]=2[N:10]=1)[CH2:2][CH2:3][CH3:4], predict the reactants needed to synthesize it. The reactants are: [CH2:1]([C:5]1[N:6]=[C:7]([NH:21][CH2:22][C:23]2[CH:28]=[CH:27][C:26]([O:29][CH3:30])=[C:25]([O:31][CH3:32])[CH:24]=2)[C:8]2[NH:13][N:12]=[C:11]([C:14]#[C:15][CH2:16][CH2:17][CH2:18][CH2:19]Cl)[C:9]=2[N:10]=1)[CH2:2][CH2:3][CH3:4].Cl.[F:34][CH:35]1[CH2:40][CH2:39][NH:38][CH2:37][CH2:36]1. (4) Given the product [C:1]([NH:5][C:6]([CH:8]1[CH2:13][CH2:12][N:11]([CH2:14][C:15]2[CH:16]=[C:17]([NH:21][C:22]([C:24]3[CH:29]=[C:28]([CH3:30])[N:27]=[N:26][CH:25]=3)=[O:23])[CH:18]=[CH:19][CH:20]=2)[CH2:10][CH2:9]1)=[O:7])([CH3:4])([CH3:3])[CH3:2], predict the reactants needed to synthesize it. The reactants are: [C:1]([NH:5][C:6]([CH:8]1[CH2:13][CH2:12][N:11]([CH2:14][C:15]2[CH:16]=[C:17]([NH:21][C:22]([C:24]3[CH:29]=[C:28]([CH3:30])[N:27]=[N:26][C:25]=3Cl)=[O:23])[CH:18]=[CH:19][CH:20]=2)[CH2:10][CH2:9]1)=[O:7])([CH3:4])([CH3:3])[CH3:2].CC(O)=O. (5) Given the product [F:18][C:15]1[CH:14]=[CH:13][C:12]([C:10]([C:9]2[CH:24]=[CH:23][C:22](=[O:25])[N:6]3[C:5]4[CH2:19][CH:20]([CH3:21])[CH:2]([CH3:1])[CH2:3][C:4]=4[NH:8][C:7]=23)=[O:11])=[CH:17][CH:16]=1, predict the reactants needed to synthesize it. The reactants are: [CH3:1][CH:2]1[CH:20]([CH3:21])[CH2:19][C:5]2[NH:6][C:7]([CH2:9][C:10]([C:12]3[CH:17]=[CH:16][C:15]([F:18])=[CH:14][CH:13]=3)=[O:11])=[N:8][C:4]=2[CH2:3]1.[C:22](O)(=[O:25])[C:23]#[CH:24].N1(C(N2C=CN=C2)=O)C=CN=C1. (6) Given the product [Cl:20][C:21]1[CH:22]=[C:23]([CH:27]=[CH:28][C:29]=1[F:30])[C:24]([NH:1][C:2]1[CH:3]=[C:4]([C:8]#[C:9][C:10]2[CH:11]=[N:12][CH:13]=[C:14]([CH:19]=2)[C:15]([O:17][CH3:18])=[O:16])[CH:5]=[CH:6][CH:7]=1)=[O:25], predict the reactants needed to synthesize it. The reactants are: [NH2:1][C:2]1[CH:3]=[C:4]([C:8]#[C:9][C:10]2[CH:11]=[N:12][CH:13]=[C:14]([CH:19]=2)[C:15]([O:17][CH3:18])=[O:16])[CH:5]=[CH:6][CH:7]=1.[Cl:20][C:21]1[CH:22]=[C:23]([CH:27]=[CH:28][C:29]=1[F:30])[C:24](O)=[O:25]. (7) The reactants are: [SH:1][C:2]1[S:3][C:4]2[CH2:13][C:12]3[C:11]([O:14][CH2:15][C:16]([O:18]CC)=[O:17])=[C:10]([CH3:21])[CH:9]=[C:8]([CH3:22])[C:7]=3[C:5]=2[N:6]=1.[C:23]1([CH:29]([C:33]2[CH:38]=[CH:37][CH:36]=[CH:35][CH:34]=2)[CH2:30][CH2:31]I)[CH:28]=[CH:27][CH:26]=[CH:25][CH:24]=1. Given the product [C:23]1([CH:29]([C:33]2[CH:34]=[CH:35][CH:36]=[CH:37][CH:38]=2)[CH2:30][CH2:31][S:1][C:2]2[S:3][C:4]3[CH2:13][C:12]4[C:11]([O:14][CH2:15][C:16]([OH:18])=[O:17])=[C:10]([CH3:21])[CH:9]=[C:8]([CH3:22])[C:7]=4[C:5]=3[N:6]=2)[CH:28]=[CH:27][CH:26]=[CH:25][CH:24]=1, predict the reactants needed to synthesize it.